Dataset: Full USPTO retrosynthesis dataset with 1.9M reactions from patents (1976-2016). Task: Predict the reactants needed to synthesize the given product. (1) Given the product [CH:36]([O:39][CH2:40][CH2:41][N:7]1[C:8]([C:9]([O:11][CH3:12])=[O:10])=[C:4]([N+:1]([O-:3])=[O:2])[C:5]([C:13]([O:15][CH3:16])=[O:14])=[N:6]1)([CH3:38])[CH3:37], predict the reactants needed to synthesize it. The reactants are: [N+:1]([C:4]1[C:5]([C:13]([O:15][CH3:16])=[O:14])=[N:6][NH:7][C:8]=1[C:9]([O:11][CH3:12])=[O:10])([O-:3])=[O:2].C1(P(C2C=CC=CC=2)C2C=CC=CC=2)C=CC=CC=1.[CH:36]([O:39][CH2:40][CH2:41]O)([CH3:38])[CH3:37].N(C(OC(C)C)=O)=NC(OC(C)C)=O. (2) Given the product [Br:1][C:2]1[CH:3]=[CH:4][C:5]([F:18])=[C:6]([CH2:8][C:10]2[CH:15]=[CH:14][C:13]([O:16][CH3:17])=[CH:12][CH:11]=2)[CH:7]=1, predict the reactants needed to synthesize it. The reactants are: [Br:1][C:2]1[CH:3]=[CH:4][C:5]([F:18])=[C:6]([C:8]([C:10]2[CH:15]=[CH:14][C:13]([O:16][CH3:17])=[CH:12][CH:11]=2)=O)[CH:7]=1.C([SiH](CC)CC)C.B(F)(F)F.CCOCC.[OH-].[K+]. (3) Given the product [CH2:31]([N:21]([CH2:20][CH:19]([NH:38][C:48](=[O:52])[CH:49]([CH3:51])[CH3:50])[CH2:18][N:8]([CH2:1][C:2]1[CH:3]=[CH:4][CH:5]=[CH:6][CH:7]=1)[C:9]([O:10][CH2:11][C:12]1[S:16][CH:15]=[N:14][CH:13]=1)=[O:17])[C:22](=[O:23])[O:24][CH2:25][C:26]1[S:30][CH:29]=[N:28][CH:27]=1)[C:32]1[CH:33]=[CH:34][CH:35]=[CH:36][CH:37]=1, predict the reactants needed to synthesize it. The reactants are: [CH2:1]([N:8]([CH2:18][CH:19]([NH2:38])[CH2:20][N:21]([CH2:31][C:32]1[CH:37]=[CH:36][CH:35]=[CH:34][CH:33]=1)[C:22]([O:24][CH2:25][C:26]1[S:30][CH:29]=[N:28][CH:27]=1)=[O:23])[C:9](=[O:17])[O:10][CH2:11][C:12]1[S:16][CH:15]=[N:14][CH:13]=1)[C:2]1[CH:7]=[CH:6][CH:5]=[CH:4][CH:3]=1.C(N(C(C)C)CC)(C)C.[C:48](Cl)(=[O:52])[CH:49]([CH3:51])[CH3:50]. (4) Given the product [C:5]([S:7][CH2:8][CH2:9][NH:10][C:11](=[O:54])[CH2:12][CH2:13][NH:14][C:15](=[O:53])[C@H:16]([OH:52])[C:17]([CH3:50])([CH3:51])[CH2:18][O:19][P:20]([OH:49])(=[O:48])[O:21][P:22]([OH:47])(=[O:46])[O:23][CH2:24][C@H:25]1[O:29][C@@H:28]([N:30]2[C:39]3[N:38]=[CH:37][N:36]=[C:34]([NH2:35])[C:33]=3[N:32]=[CH:31]2)[C@H:27]([OH:40])[C@@H:26]1[O:41][P:42]([OH:45])([OH:44])=[O:43])(=[O:6])/[CH:4]=[CH:3]/[CH3:2].[C:67]([S:73][CH2:74][CH2:75][NH:76][C:77](=[O:120])[CH2:78][CH2:79][NH:80][C:81](=[O:119])[C@H:82]([OH:118])[C:83]([CH3:116])([CH3:117])[CH2:84][O:85][P:86]([OH:115])(=[O:114])[O:87][P:88]([OH:113])(=[O:112])[O:89][CH2:90][C@H:91]1[O:95][C@@H:94]([N:96]2[C:105]3[N:104]=[CH:103][N:102]=[C:100]([NH2:101])[C:99]=3[N:98]=[CH:97]2)[C@H:93]([OH:106])[C@@H:92]1[O:107][P:108]([OH:111])([OH:110])=[O:109])(=[O:72])[CH3:68], predict the reactants needed to synthesize it. The reactants are: O[CH2:2][CH2:3][CH2:4][C:5]([S:7][CH2:8][CH2:9][NH:10][C:11](=[O:54])[CH2:12][CH2:13][NH:14][C:15](=[O:53])[C@H:16]([OH:52])[C:17]([CH3:51])([CH3:50])[CH2:18][O:19][P:20]([OH:49])(=[O:48])[O:21][P:22]([OH:47])(=[O:46])[O:23][CH2:24][C@H:25]1[O:29][C@@H:28]([N:30]2[C:39]3[N:38]=[CH:37][N:36]=[C:34]([NH2:35])[C:33]=3[N:32]=[CH:31]2)[C@H:27]([OH:40])[C@@H:26]1[O:41][P:42]([OH:45])([OH:44])=[O:43])=[O:6].O=C[C@@H]([C@H]([C@@H]([C@@H](CO)O)O)O)O.[C:67]([S:73][CH2:74][CH2:75][NH:76][C:77](=[O:120])[CH2:78][CH2:79][NH:80][C:81](=[O:119])[C@H:82]([OH:118])[C:83]([CH3:117])([CH3:116])[CH2:84][O:85][P:86]([OH:115])(=[O:114])[O:87][P:88]([OH:113])(=[O:112])[O:89][CH2:90][C@H:91]1[O:95][C@@H:94]([N:96]2[C:105]3[N:104]=[CH:103][N:102]=[C:100]([NH2:101])[C:99]=3[N:98]=[CH:97]2)[C@H:93]([OH:106])[C@@H:92]1[O:107][P:108]([OH:111])([OH:110])=[O:109])(=[O:72])[CH2:68]C(C)=O.C(SCCNC(=O)CCNC(=O)[C@H](O)C(C)(C)COP(O)(=O)OP(O)(=O)OC[C@H]1O[C@@H](N2C3N=CN=C(N)C=3N=C2)[C@H](O)[C@@H]1OP(O)(O)=O)(=O)C.OC(C)CC(SCCNC(=O)CCNC(=O)[C@H](O)C(C)(C)COP(O)(=O)OP(O)(=O)OC[C@H]1O[C@@H](N2C3N=CN=C(N)C=3N=C2)[C@H](O)[C@@H]1OP(O)(O)=O)=O. (5) Given the product [NH2:27][C:25](=[O:26])[C:24](=[O:28])[CH:23]([NH:22][C:13]([C@H:8]1[CH2:9][CH2:10][C:11](=[O:12])[N:7]1[CH2:6][C:5]1[CH:16]=[CH:17][CH:18]=[CH:19][C:4]=1[O:3][C:2]([F:1])([F:21])[F:20])=[O:15])[CH2:29][C:30]1[CH:31]=[CH:32][CH:33]=[CH:34][CH:35]=1, predict the reactants needed to synthesize it. The reactants are: [F:1][C:2]([F:21])([F:20])[O:3][C:4]1[CH:19]=[CH:18][CH:17]=[CH:16][C:5]=1[CH2:6][N:7]1[C:11](=[O:12])[CH2:10][CH2:9][C@@H:8]1[C:13]([OH:15])=O.[NH2:22][CH:23]([CH2:29][C:30]1[CH:35]=[CH:34][CH:33]=[CH:32][CH:31]=1)[CH:24]([OH:28])[C:25]([NH2:27])=[O:26].O[NH-].O=[N-]. (6) Given the product [CH3:19][O:18][C:17]1[C:11]2[C:10]([N:20]3[CH2:25][CH2:24][C@@H:23]([OH:26])[C@H:22]([OH:27])[CH2:21]3)=[N:9][C:8]([C:6]3[CH:5]=[CH:4][N:3]=[C:2]([NH:28][C:29]4[CH:34]=[CH:33][CH:32]=[CH:31][CH:30]=4)[CH:7]=3)=[N:13][C:12]=2[CH:14]=[N:15][CH:16]=1, predict the reactants needed to synthesize it. The reactants are: Cl[C:2]1[CH:7]=[C:6]([C:8]2[N:9]=[C:10]([N:20]3[CH2:25][CH2:24][C@@H:23]([OH:26])[C@H:22]([OH:27])[CH2:21]3)[C:11]3[C:17]([O:18][CH3:19])=[CH:16][N:15]=[CH:14][C:12]=3[N:13]=2)[CH:5]=[CH:4][N:3]=1.[NH2:28][C:29]1[CH:34]=[CH:33][CH:32]=[CH:31][CH:30]=1. (7) Given the product [CH2:21]([O:1][C:2]1[CH:7]=[CH:6][C:5]([C:8](=[O:10])[CH3:9])=[CH:4][C:3]=1[N+:11]([O-:13])=[O:12])[CH3:22], predict the reactants needed to synthesize it. The reactants are: [OH:1][C:2]1[CH:7]=[CH:6][C:5]([C:8](=[O:10])[CH3:9])=[CH:4][C:3]=1[N+:11]([O-:13])=[O:12].C([O-])([O-])=O.[K+].[K+].Br[CH2:21][CH3:22].[NH4+].[Cl-]. (8) Given the product [Cl:37][C:33]1[CH:32]=[C:31]([C@@H:29]([OH:30])[CH2:28][NH:27][CH:23]2[CH2:22][CH2:21][N:20]([C:17]3[CH:16]=[CH:15][C:14]([CH:13]=[C:9]4[S:8][C:7]([N:1]5[CH2:2][CH2:3][O:4][CH2:5][CH2:6]5)=[N:11][C:10]4=[O:12])=[CH:19][CH:18]=3)[CH2:25][CH2:24]2)[CH:36]=[CH:35][CH:34]=1, predict the reactants needed to synthesize it. The reactants are: [N:1]1([C:7]2[S:8][C:9](=[CH:13][C:14]3[CH:19]=[CH:18][C:17]([N:20]4[CH2:25][CH2:24][C:23](=O)[CH2:22][CH2:21]4)=[CH:16][CH:15]=3)[C:10](=[O:12])[N:11]=2)[CH2:6][CH2:5][O:4][CH2:3][CH2:2]1.[NH2:27][CH2:28][C@@H:29]([C:31]1[CH:36]=[CH:35][CH:34]=[C:33]([Cl:37])[CH:32]=1)[OH:30]. (9) Given the product [Cl:13][C:14]1[CH:19]=[CH:18][CH:17]=[CH:16][C:15]=1[C:2]1[CH:10]=[CH:9][C:5]2[O:6][CH2:7][O:8][C:4]=2[C:3]=1[CH:11]=[O:12], predict the reactants needed to synthesize it. The reactants are: Br[C:2]1[CH:10]=[CH:9][C:5]2[O:6][CH2:7][O:8][C:4]=2[C:3]=1[CH:11]=[O:12].[Cl:13][C:14]1[CH:19]=[CH:18][CH:17]=[CH:16][C:15]=1B(O)O. (10) Given the product [CH3:24][O:23][C:10]1[CH:11]=[C:12]([C:15]([N:17]2[CH2:22][CH2:21][O:20][CH2:19][CH2:18]2)=[O:16])[CH:13]=[CH:14][C:9]=1[NH:8][C:5]1[N:4]=[C:3]([NH:25][CH3:26])[C:2]([C:33](=[O:34])[CH3:32])=[CH:7][N:6]=1, predict the reactants needed to synthesize it. The reactants are: Br[C:2]1[C:3]([NH:25][CH3:26])=[N:4][C:5]([NH:8][C:9]2[CH:14]=[CH:13][C:12]([C:15]([N:17]3[CH2:22][CH2:21][O:20][CH2:19][CH2:18]3)=[O:16])=[CH:11][C:10]=2[O:23][CH3:24])=[N:6][CH:7]=1.C([Sn](CCCC)(CCCC)[CH:32]=[CH:33][O:34]CC)CCC.